This data is from Experimentally validated miRNA-target interactions with 360,000+ pairs, plus equal number of negative samples. The task is: Binary Classification. Given a miRNA mature sequence and a target amino acid sequence, predict their likelihood of interaction. (1) The miRNA is rno-miR-103-3p with sequence AGCAGCAUUGUACAGGGCUAUGA. The protein sequence of the target gene is MEGSRPRSSLSLASSASTISSLSSLSPKKPTRAVNKIHAFGKRGNALRRDPNLPVHIRGWLHKQDSSGLRLWKRRWFVLSGHCLFYYKDSREESVLGSVLLPSYNIRPDGPGAPRGRRFTFTAEHPGMRTYVLAADTLEDLRGWLRALGRASRAEGDDYGQPRSPARPQPGEGPGGPGGPPEVSRGEEGRISESPEVTRLSRGRGRPRLLTPSPTTDLHSGLQMRRARSPDLFTPLSRPPSPLSLPRPRSAPARRPPAPSGDTAPPARPHTPLSRIDVRPPLDWGPQRQTLSRPPTPRRG.... Result: 0 (no interaction). (2) The miRNA is dme-miR-2c-3p with sequence UAUCACAGCCAGCUUUGAUGGGC. The protein sequence of the target gene is MRNIMYFGGTCQSPALPALVRPPAPPLQPSLDIKPFLPFPLDTAAAVNLFPNFNAMDPIQKAVINHTFGVPLPHRRKQIISCNICQLRFNSDSQAAAHYKGTKHAKKLKALEAMKNKQKSVTAKDSAKTTFTSITTNTINTSSDKTDGTAGTPAISTTTTVEIRKSSVMTTEITSKVEKSPTTATGNSSCPSTETEEEKAKRLLYCSLCKVAVNSASQLEAHNSGTKHKTMLEARNGSGTIKAFPRAGVKGKGPVNKGNTGLQNKTFHCEICDVHVNSETQLKQHISSRRHKDRAAGKPP.... Result: 0 (no interaction). (3) The miRNA is mmu-miR-17-5p with sequence CAAAGUGCUUACAGUGCAGGUAG. The protein sequence of the target gene is MSNSLQSVILKTAEEKSGSRCISGCMYQVVPTIGSDGKKLLQLLPISKSSGNLIPVVQSPVMSHGLKANTEKPVQVTFQTQISSSSTSASVQLPVFQPANTTKCFFTGAIDTTGKDRVTSVRTGNFTPPVSNIQNHGVKIHKLTRQTFTIPPSTQNDSSHFIFNTPSLLPNVNSSILPSGNHLKIPAHAEVKSVLASSLPPLVQQKILGTATTSTSGTVEASQIPTVVYVHPVNSVKFVVTKKTQTIYPKPVTFNTLQIPPNVATETQLKGGQHPQAAPVNSIFQEYLQPGIPCIIPVKS.... Result: 0 (no interaction). (4) The miRNA is hsa-miR-7108-5p with sequence GUGUGGCCGGCAGGCGGGUGG. The protein sequence of the target gene is MAAAFEASGALAAVATAMPAEHVAVQVPAPEPTPGPVRILRTAQDLSSPRTRTGDVLLAEPADFESLLLSRPVLEGLRAAGFERPSPVQLKAIPLGRCGLDLIVQAKSGTGKTCVFSTIALDSLVLENLSTQILILAPTREIAVQIHSVITAIGIKMEGLECHVFIGGTPLSQDKTRLKKCHIAVGSPGRIKQLIELDYLNPGSIRLFILDEADKLLEEGSFQEQINWIYSSLPASKQMLAVSATYPEFLANALTKYMRDPTFVRLNSSDPSLIGLKQYYKVVNSYPLAHKVFEEKTQHL.... Result: 0 (no interaction).